The task is: Predict the reactants needed to synthesize the given product.. This data is from Full USPTO retrosynthesis dataset with 1.9M reactions from patents (1976-2016). (1) The reactants are: [C:1]([C:4]1[C:5](=[O:24])[CH2:6][CH2:7][C:8]2([CH2:20][CH2:21][CH2:22][CH3:23])[C:16]=1[C:15]1[C:10](=[C:11]([Cl:19])[C:12]([O:17]C)=[CH:13][CH:14]=1)[CH2:9]2)(=[O:3])[CH3:2].Cl.N1C=CC=CC=1. Given the product [C:1]([C:4]1[C:5](=[O:24])[CH2:6][CH2:7][C:8]2([CH2:20][CH2:21][CH2:22][CH3:23])[C:16]=1[C:15]1[C:10](=[C:11]([Cl:19])[C:12]([OH:17])=[CH:13][CH:14]=1)[CH2:9]2)(=[O:3])[CH3:2], predict the reactants needed to synthesize it. (2) Given the product [OH:1][C@@H:2]1[CH2:25][CH2:24][C@@:23]2([CH3:26])[C@H:4]([C@@H:5]([CH2:29][CH3:30])[C:6](=[O:28])[C@@H:7]3[C@@H:22]2[CH2:21][CH2:20][C@@:19]2([CH3:27])[C@H:8]3[CH2:9][CH2:10][C@@H:11]2[C@H:12]([CH3:18])[CH2:13][CH2:14][C:15]([OH:17])=[O:16])[CH2:3]1, predict the reactants needed to synthesize it. The reactants are: [OH:1][C@@H:2]1[CH2:25][CH2:24][C@@:23]2([CH3:26])[C@H:4](/[C:5](=[CH:29]\[CH3:30])/[C:6](=[O:28])[C@@H:7]3[C@@H:22]2[CH2:21][CH2:20][C@@:19]2([CH3:27])[C@H:8]3[CH2:9][CH2:10][C@@H:11]2[C@H:12]([CH3:18])[CH2:13][CH2:14][C:15]([OH:17])=[O:16])[CH2:3]1.[OH-].[Na+]. (3) Given the product [Cl:16][C:17]1[CH:22]=[C:21]([O:23][C:24]2[C:25]3[N:32]([CH3:33])[CH:31]=[CH:30][C:26]=3[N:27]=[CH:28][N:29]=2)[CH:20]=[CH:19][C:18]=1[NH:34][C:35]([NH:1][C:2]1[CH:7]=[C:6]([O:8][CH3:9])[N:5]=[CH:4][N:3]=1)=[O:36], predict the reactants needed to synthesize it. The reactants are: [NH2:1][C:2]1[CH:7]=[C:6]([O:8][CH3:9])[N:5]=[CH:4][N:3]=1.N1C=CC=CC=1.[Cl:16][C:17]1[CH:22]=[C:21]([O:23][C:24]2[C:25]3[N:32]([CH3:33])[CH:31]=[CH:30][C:26]=3[N:27]=[CH:28][N:29]=2)[CH:20]=[CH:19][C:18]=1[NH:34][C:35](=O)[O:36]C1C=CC=CC=1. (4) Given the product [F:24][C:23]1[CH:22]=[CH:21][CH:20]=[C:19]([F:25])[C:18]=1[CH2:17][O:16][C:15]1[C:10]2[N:11]([C:7]([C:5]([NH:4][CH2:3][C:2]([NH:1][CH2:32][CH2:31][OH:33])([CH3:29])[CH3:28])=[O:6])=[C:8]([CH3:27])[N:9]=2)[CH:12]=[C:13]([CH3:26])[CH:14]=1, predict the reactants needed to synthesize it. The reactants are: [NH2:1][C:2]([CH3:29])([CH3:28])[CH2:3][NH:4][C:5]([C:7]1[N:11]2[CH:12]=[C:13]([CH3:26])[CH:14]=[C:15]([O:16][CH2:17][C:18]3[C:23]([F:24])=[CH:22][CH:21]=[CH:20][C:19]=3[F:25])[C:10]2=[N:9][C:8]=1[CH3:27])=[O:6].I[CH:31]([OH:33])[CH3:32].C(=O)([O-])[O-].[K+].[K+]. (5) Given the product [C:1]([O:4][C@@H:5]1[C@@H:10]([O:11][C:12](=[O:14])[CH3:13])[C@H:9]([O:15][C:16](=[O:18])[CH3:17])[C@@H:8]([CH2:19][O:20][C:21](=[O:23])[CH3:22])[O:7][C@H:6]1[C:24]1[CH:29]=[CH:28][C:27]([B:31]2[O:35][C:34]([CH3:37])([CH3:36])[C:33]([CH3:39])([CH3:38])[O:32]2)=[CH:26][CH:25]=1)(=[O:3])[CH3:2], predict the reactants needed to synthesize it. The reactants are: [C:1]([O:4][C@@H:5]1[C@@H:10]([O:11][C:12](=[O:14])[CH3:13])[C@H:9]([O:15][C:16](=[O:18])[CH3:17])[C@@H:8]([CH2:19][O:20][C:21](=[O:23])[CH3:22])[O:7][C@H:6]1[C:24]1[CH:29]=[CH:28][C:27](Cl)=[CH:26][CH:25]=1)(=[O:3])[CH3:2].[B:31]1([B:31]2[O:35][C:34]([CH3:37])([CH3:36])[C:33]([CH3:39])([CH3:38])[O:32]2)[O:35][C:34]([CH3:37])([CH3:36])[C:33]([CH3:39])([CH3:38])[O:32]1.[K].C1(P(C2CCCCC2)C2CCCCC2)CCCCC1. (6) Given the product [CH2:7]([NH:1][C:2]([CH3:6])([CH3:5])[CH2:3][OH:4])[C:8]1[CH:13]=[CH:12][CH:11]=[CH:10][CH:9]=1, predict the reactants needed to synthesize it. The reactants are: [NH2:1][C:2]([CH3:6])([CH3:5])[CH2:3][OH:4].[CH:7](=O)[C:8]1[CH:13]=[CH:12][CH:11]=[CH:10][CH:9]=1.C1(C)C=CC(S(O)(=O)=O)=CC=1. (7) Given the product [C:33]([O:20][NH:19][C:17](=[O:18])[CH2:16][CH:15]([C:9]1[CH:10]=[CH:11][C:12]([O:13][CH3:14])=[C:7]([O:6][CH:1]2[CH2:2][CH2:3][CH2:4][CH2:5]2)[CH:8]=1)[N:21]1[C:29](=[O:30])[C:28]2[C:23](=[CH:24][CH:25]=[C:26]([CH3:31])[CH:27]=2)[C:22]1=[O:32])(=[O:35])[CH3:34], predict the reactants needed to synthesize it. The reactants are: [CH:1]1([O:6][C:7]2[CH:8]=[C:9]([CH:15]([N:21]3[C:29](=[O:30])[C:28]4[C:23](=[CH:24][CH:25]=[C:26]([CH3:31])[CH:27]=4)[C:22]3=[O:32])[CH2:16][C:17]([NH:19][OH:20])=[O:18])[CH:10]=[CH:11][C:12]=2[O:13][CH3:14])[CH2:5][CH2:4][CH2:3][CH2:2]1.[C:33](OC(=O)C)(=[O:35])[CH3:34].